This data is from Catalyst prediction with 721,799 reactions and 888 catalyst types from USPTO. The task is: Predict which catalyst facilitates the given reaction. (1) Reactant: [Cl:1][C:2]1[CH:3]=[C:4]2[C:8](=[CH:9][CH:10]=1)[NH:7][C:6]([C:11]([OH:13])=O)=[CH:5]2.C(Cl)(=O)C([Cl:17])=O.CN(C)C=O. Product: [Cl:1][C:2]1[CH:3]=[C:4]2[C:8](=[CH:9][CH:10]=1)[NH:7][C:6]([C:11]([Cl:17])=[O:13])=[CH:5]2. The catalyst class is: 4. (2) Reactant: [Cl:1][C:2]1[CH:3]=[CH:4][C:5]([S:8][C:9]2[O:13][C:12]([C:14]3[CH:19]=[CH:18][C:17]([F:20])=[CH:16][CH:15]=3)=[N:11][C:10]=2[CH:21]=[O:22])=[N:6][CH:7]=1.[CH3:23][Mg]Br.[NH4+].[Cl-]. Product: [Cl:1][C:2]1[CH:3]=[CH:4][C:5]([S:8][C:9]2[O:13][C:12]([C:14]3[CH:19]=[CH:18][C:17]([F:20])=[CH:16][CH:15]=3)=[N:11][C:10]=2[CH:21]([OH:22])[CH3:23])=[N:6][CH:7]=1. The catalyst class is: 1. (3) Product: [ClH:28].[ClH:28].[CH2:1]([C:3]1[N:4]=[C:5]2[N:14]3[C:9]([CH2:10][N:11]([CH2:15][CH2:16][CH2:17][CH2:18][CH2:19][NH:20][S:21]([C:24]([F:26])([F:25])[F:27])(=[O:22])=[O:23])[CH2:12][C:13]=13)=[CH:8][CH:7]=[CH:6]2)[CH3:2]. Reactant: [CH2:1]([C:3]1[N:4]=[C:5]2[N:14]3[C:9]([CH2:10][N:11]([CH2:15][CH2:16][CH2:17][CH2:18][CH2:19][NH:20][S:21]([C:24]([F:27])([F:26])[F:25])(=[O:23])=[O:22])[CH2:12][C:13]=13)=[CH:8][CH:7]=[CH:6]2)[CH3:2].[ClH:28]. The catalyst class is: 8. (4) Product: [CH3:1][N:2]1[CH2:7][CH2:6][N:5]([C:9]2[C:14]([N+:15]([O-:17])=[O:16])=[CH:13][N:12]=[C:11]([NH2:18])[CH:10]=2)[CH2:4][CH2:3]1. The catalyst class is: 1. Reactant: [CH3:1][N:2]1[CH2:7][CH2:6][NH:5][CH2:4][CH2:3]1.Cl[C:9]1[C:14]([N+:15]([O-:17])=[O:16])=[CH:13][N:12]=[C:11]([NH2:18])[CH:10]=1.CCN(C(C)C)C(C)C. (5) Reactant: [OH-].[Li+].C([O:5][C:6](=[O:33])[C@H:7]([CH2:15][C:16]1[CH:21]=[CH:20][CH:19]=[C:18]([O:22][C:23]2[CH:32]=[CH:31][C:30]3[C:25](=[CH:26][CH:27]=[CH:28][CH:29]=3)[CH:24]=2)[CH:17]=1)[NH:8]C(=O)C(F)(F)F)C.Cl. Product: [CH:24]1[C:25]2[C:30](=[CH:29][CH:28]=[CH:27][CH:26]=2)[CH:31]=[CH:32][C:23]=1[O:22][C:18]1[CH:17]=[C:16]([CH:21]=[CH:20][CH:19]=1)[CH2:15][C@@H:7]([C:6]([OH:33])=[O:5])[NH2:8]. The catalyst class is: 7.